Task: Predict the reactants needed to synthesize the given product.. Dataset: Full USPTO retrosynthesis dataset with 1.9M reactions from patents (1976-2016) (1) Given the product [CH3:45][O:44][C:42](=[O:43])[CH:41]=[CH:46][C:15]1[CH:16]=[C:17]2[C:12](=[CH:13][CH:14]=1)[CH:11]=[C:10]([CH2:9][O:8][Si:1]([C:4]([CH3:7])([CH3:5])[CH3:6])([CH3:3])[CH3:2])[CH:19]=[CH:18]2, predict the reactants needed to synthesize it. The reactants are: [Si:1]([O:8][CH2:9][C:10]1[CH:19]=[CH:18][C:17]2[C:12](=[CH:13][CH:14]=[C:15](C=O)[CH:16]=2)[CH:11]=1)([C:4]([CH3:7])([CH3:6])[CH3:5])([CH3:3])[CH3:2].C1(P(=[CH:41][C:42]([O:44][CH3:45])=[O:43])(C2C=CC=CC=2)C2C=CC=CC=2)C=CC=CC=1.[CH2:46]1COCC1. (2) Given the product [F:14][C:15]1[CH:52]=[N:51][C:18]2[N:19]([C:44]3[CH:45]=[C:46]([C:58]4[CH:59]=[CH:60][C:55]([CH:53]=[O:54])=[CH:56][CH:57]=4)[CH:47]=[CH:48][CH:49]=3)[C:20](=[O:43])[N:21]([C@@H:24]3[CH2:29][CH2:28][C@H:27]([NH:30][C:31]([C:33]4[N:34]=[C:35]5[CH:40]=[CH:39][CH:38]=[C:37]([CH3:41])[N:36]5[CH:42]=4)=[O:32])[CH2:26][CH2:25]3)[C:22](=[O:23])[C:17]=2[CH:16]=1, predict the reactants needed to synthesize it. The reactants are: CC1N2C=C(C(N)=O)N=C2C=CC=1.[F:14][C:15]1[CH:52]=[N:51][C:18]2[N:19]([C:44]3[CH:49]=[CH:48][CH:47]=[C:46](I)[CH:45]=3)[C:20](=[O:43])[N:21]([C@@H:24]3[CH2:29][CH2:28][C@H:27]([NH:30][C:31]([C:33]4[N:34]=[C:35]5[CH:40]=[CH:39][CH:38]=[C:37]([CH3:41])[N:36]5[CH:42]=4)=[O:32])[CH2:26][CH2:25]3)[C:22](=[O:23])[C:17]=2[CH:16]=1.[CH:53]([C:55]1[CH:60]=[CH:59][C:58](B(O)O)=[CH:57][CH:56]=1)=[O:54]. (3) Given the product [F:1][CH:2]([CH2:12][CH2:13][C:14]1[N:19]=[N:18][C:17]2[NH:20][C:21]([C:23]3[CH:28]=[CH:27][CH:26]=[CH:25][C:24]=3[F:29])=[CH:22][C:16]=2[CH:15]=1)[CH2:3][N:4]1[CH:8]=[C:7]([C:9]([NH:38][CH2:37][C:34]2[CH:35]=[N:36][C:31]([CH3:30])=[CH:32][CH:33]=2)=[O:11])[N:6]=[N:5]1, predict the reactants needed to synthesize it. The reactants are: [F:1][CH:2]([CH2:12][CH2:13][C:14]1[N:19]=[N:18][C:17]2[NH:20][C:21]([C:23]3[CH:28]=[CH:27][CH:26]=[CH:25][C:24]=3[F:29])=[CH:22][C:16]=2[CH:15]=1)[CH2:3][N:4]1[CH:8]=[C:7]([C:9]([OH:11])=O)[N:6]=[N:5]1.[CH3:30][C:31]1[N:36]=[CH:35][C:34]([CH2:37][NH2:38])=[CH:33][CH:32]=1.CN(C(ON1N=NC2C=CC=NC1=2)=[N+](C)C)C.F[P-](F)(F)(F)(F)F.CCN(C(C)C)C(C)C. (4) The reactants are: Br[C:2]1[CH:25]=[CH:24][C:5]([O:6][C:7]2[CH:12]=[CH:11][C:10]([S:13]([NH:16][C:17]3[S:18][CH:19]=[CH:20][N:21]=3)(=[O:15])=[O:14])=[CH:9][C:8]=2[C:22]#[N:23])=[C:4]([C:26]2[N:30]([CH3:31])[N:29]=[CH:28][CH:27]=2)[CH:3]=1.[C:32]([O:36][C:37]([NH:39][CH2:40][C:41]1[CH:42]=[C:43](B(O)O)[CH:44]=[CH:45][CH:46]=1)=[O:38])([CH3:35])([CH3:34])[CH3:33].C(=O)([O-])[O-].[Na+].[Na+].O. Given the product [C:22]([C:8]1[CH:9]=[C:10]([S:13]([NH:16][C:17]2[S:18][CH:19]=[CH:20][N:21]=2)(=[O:15])=[O:14])[CH:11]=[CH:12][C:7]=1[O:6][C:5]1[CH:24]=[CH:25][C:2]([C:45]2[CH:44]=[CH:43][CH:42]=[C:41]([CH2:40][NH:39][C:37](=[O:38])[O:36][C:32]([CH3:34])([CH3:33])[CH3:35])[CH:46]=2)=[CH:3][C:4]=1[C:26]1[N:30]([CH3:31])[N:29]=[CH:28][CH:27]=1)#[N:23], predict the reactants needed to synthesize it. (5) The reactants are: [C:1]([C:5]1[CH2:9][C:8](=[O:10])[N:7]([CH2:11][C:12]2[CH:21]=[CH:20][C:15]([C:16]([O:18][CH3:19])=[O:17])=[CH:14][CH:13]=2)[N:6]=1)([CH3:4])([CH3:3])[CH3:2].[CH3:22][C:23]1[N:28]=[C:27]([CH2:29]O)[CH:26]=[CH:25][CH:24]=1.C(P(CCCC)CCCC)CCC.N(C(N1CCCCC1)=O)=NC(N1CCCCC1)=O. Given the product [C:1]([C:5]1[CH:9]=[C:8]([O:10][CH2:29][C:27]2[CH:26]=[CH:25][CH:24]=[C:23]([CH3:22])[N:28]=2)[N:7]([CH2:11][C:12]2[CH:13]=[CH:14][C:15]([C:16]([O:18][CH3:19])=[O:17])=[CH:20][CH:21]=2)[N:6]=1)([CH3:4])([CH3:2])[CH3:3], predict the reactants needed to synthesize it. (6) Given the product [F:32][C:2]1([F:1])[O:6][C:5]2[CH:7]=[CH:8][C:9]([C:11]3([C:14]([NH:16][C:17]4[CH:18]=[CH:19][C:20]([CH3:31])=[C:21]([C:23]5[C:24](=[O:29])[NH:25][CH:26]=[CH:27][CH:28]=5)[N:22]=4)=[O:15])[CH2:13][CH2:12]3)=[CH:10][C:4]=2[O:3]1, predict the reactants needed to synthesize it. The reactants are: [F:1][C:2]1([F:32])[O:6][C:5]2[CH:7]=[CH:8][C:9]([C:11]3([C:14]([NH:16][C:17]4[N:22]=[C:21]([C:23]5[C:24]([O:29]C)=[N:25][CH:26]=[CH:27][CH:28]=5)[C:20]([CH3:31])=[CH:19][CH:18]=4)=[O:15])[CH2:13][CH2:12]3)=[CH:10][C:4]=2[O:3]1.